From a dataset of Reaction yield outcomes from USPTO patents with 853,638 reactions. Predict the reaction yield, written as a fraction of the theoretical maximum amount of product (1.0 means a 100% yield; for example, 0.34 means a 34% yield). (1) The reactants are [CH3:1][O:2][C:3]([C@:5]1([CH2:11][O:12]CC2C=CC=CC=2)[CH2:9][CH2:8][CH2:7][N:6]1[CH3:10])=[O:4]. The catalyst is [OH-].[OH-].[Pd+2].C(O)(=O)C. The product is [CH3:1][O:2][C:3]([C@:5]1([CH2:11][OH:12])[CH2:9][CH2:8][CH2:7][N:6]1[CH3:10])=[O:4]. The yield is 0.990. (2) The reactants are [CH3:1][O:2][C:3]1[CH:4]=[C:5]2[C:10](=[C:11]([N:13]3[CH2:19][CH2:18][CH2:17][N:16]([CH3:20])[CH2:15][CH2:14]3)[CH:12]=1)[NH:9][C:8]([C:21]([OH:23])=O)=[CH:7][C:6]2=[O:24].C(N(C(C)C)CC)(C)C.CN(C(ON1N=NC2C=CC=CC1=2)=[N+](C)C)C.[B-](F)(F)(F)F.C1C=CC2N(O)N=NC=2C=1.[O:66]1[CH2:71][CH2:70][N:69]([C:72]2[CH:78]=[CH:77][C:75]([NH2:76])=[CH:74][CH:73]=2)[CH2:68][CH2:67]1. The catalyst is CN(C)C=O.CO. The product is [N:69]1([C:72]2[CH:73]=[CH:74][C:75]([NH:76][C:21]([C:8]3[NH:9][C:10]4[C:5]([C:6](=[O:24])[CH:7]=3)=[CH:4][C:3]([O:2][CH3:1])=[CH:12][C:11]=4[N:13]3[CH2:19][CH2:18][CH2:17][N:16]([CH3:20])[CH2:15][CH2:14]3)=[O:23])=[CH:77][CH:78]=2)[CH2:68][CH2:67][O:66][CH2:71][CH2:70]1. The yield is 0.690. (3) The reactants are Br[C:2]1[CH:7]=[C:6]([CH2:8][NH:9][C:10]2[CH:28]=[CH:27][CH:26]=[C:25]([F:29])[C:11]=2[C:12]([NH:14][C:15]2[CH:16]=[CH:17][C:18]3[C:22]([CH:23]=2)=[N:21][N:20]([CH3:24])[CH:19]=3)=[O:13])[CH:5]=[CH:4][N:3]=1.CC1(C)C2C(=C(P(C3C=CC=CC=3)C3C=CC=CC=3)C=CC=2)OC2C(P(C3C=CC=CC=3)C3C=CC=CC=3)=CC=CC1=2.C(=O)([O-])[O-].[Cs+].[Cs+].[CH3:78][N:79]([CH3:83])[C:80]([NH2:82])=[O:81]. The catalyst is O1CCOCC1.C1C=CC(/C=C/C(/C=C/C2C=CC=CC=2)=O)=CC=1.C1C=CC(/C=C/C(/C=C/C2C=CC=CC=2)=O)=CC=1.C1C=CC(/C=C/C(/C=C/C2C=CC=CC=2)=O)=CC=1.[Pd].[Pd].CN(C=O)C. The product is [CH3:78][N:79]([CH3:83])[C:80](=[O:81])[NH:82][C:2]1[CH:7]=[C:6]([CH2:8][NH:9][C:10]2[CH:28]=[CH:27][CH:26]=[C:25]([F:29])[C:11]=2[C:12]([NH:14][C:15]2[CH:16]=[CH:17][C:18]3[C:22]([CH:23]=2)=[N:21][N:20]([CH3:24])[CH:19]=3)=[O:13])[CH:5]=[CH:4][N:3]=1. The yield is 0.400. (4) The reactants are [F:1][C:2]([F:6])([F:5])[CH2:3][OH:4].[CH3:7][C:8]1[CH:13]=[CH:12][C:11]([S:14](Cl)(=[O:16])=[O:15])=[CH:10][CH:9]=1.C(N(CC)CC)C.O. The catalyst is C(Cl)Cl. The product is [CH3:7][C:8]1[CH:13]=[CH:12][C:11]([S:14]([O:4][CH2:3][C:2]([F:6])([F:5])[F:1])(=[O:16])=[O:15])=[CH:10][CH:9]=1. The yield is 0.787. (5) The reactants are [Cl:1][C:2]1[CH:3]=[C:4]([B:9](O)O)[CH:5]=[CH:6][C:7]=1[F:8].[C:12]1([NH2:23])[C:21]2[C:16](=[CH:17][CH:18]=[CH:19][C:20]=2[NH2:22])[CH:15]=[CH:14][CH:13]=1. The catalyst is C1(C)C=CC=CC=1. The product is [Cl:1][C:2]1[CH:3]=[C:4]([B:9]2[NH:23][C:12]3[C:21]4[C:16]([CH:15]=[CH:14][CH:13]=3)=[CH:17][CH:18]=[CH:19][C:20]=4[NH:22]2)[CH:5]=[CH:6][C:7]=1[F:8]. The yield is 0.880. (6) The reactants are [CH:1]([OH:3])=[O:2].[NH2:4][C:5]1[N:10]=[CH:9][N:8]=[C:7]2[N:11]([CH:22]([C:24]3[O:25][C:26](=[O:46])[C:27]4[C:32]([C:33]=3[C:34]3[CH2:35][CH2:36][N:37]([C:40]([CH:42]5[CH2:45][NH:44][CH2:43]5)=[O:41])[CH2:38][CH:39]=3)=[CH:31][CH:30]=[CH:29][CH:28]=4)[CH3:23])[N:12]=[C:13]([C:14]3[CH:19]=[C:18]([OH:20])[CH:17]=[C:16]([F:21])[CH:15]=3)[C:6]=12.[CH3:47]CN(C(C)C)C(C)C.C=O.[O-]S([O-])(=O)=O.[Na+].[Na+].C(O)(=O)C.[Na].[BH-](OC(C)=O)(OC(C)=O)OC(C)=O.[Na+]. The catalyst is C(Cl)Cl.C(O)=O.O.CC#N. The product is [CH:1]([OH:3])=[O:2].[NH2:4][C:5]1[N:10]=[CH:9][N:8]=[C:7]2[N:11]([CH:22]([C:24]3[O:25][C:26](=[O:46])[C:27]4[C:32]([C:33]=3[C:34]3[CH2:35][CH2:36][N:37]([C:40]([CH:42]5[CH2:43][N:44]([CH3:47])[CH2:45]5)=[O:41])[CH2:38][CH:39]=3)=[CH:31][CH:30]=[CH:29][CH:28]=4)[CH3:23])[N:12]=[C:13]([C:14]3[CH:19]=[C:18]([OH:20])[CH:17]=[C:16]([F:21])[CH:15]=3)[C:6]=12. The yield is 0.820. (7) The reactants are [CH:1]1[CH:6]=[CH:5][C:4]([CH2:7][O:8][C:9]([C@@H:11]([NH:17][C:18]([O:20][CH2:21][C:22]2[CH:27]=[CH:26][CH:25]=[CH:24][CH:23]=2)=[O:19])[CH2:12][CH2:13][C:14]([OH:16])=O)=[O:10])=[CH:3][CH:2]=1.C([O-])(=O)[CH2:29][C:30]([O-:32])=[O:31].[CH2:35]([Mg+2])[CH3:36]. The catalyst is C1COCC1. The product is [CH2:35]([O:32][C:30](=[O:31])[CH2:29][C:14](=[O:16])[CH2:13][CH2:12][C@H:11]([NH:17][C:18]([O:20][CH2:21][C:22]1[CH:27]=[CH:26][CH:25]=[CH:24][CH:23]=1)=[O:19])[C:9]([O:8][CH2:7][C:4]1[CH:3]=[CH:2][CH:1]=[CH:6][CH:5]=1)=[O:10])[CH3:36]. The yield is 0.400. (8) The reactants are [C:1]([C:3]1[CH:9]=[CH:8][C:6]([NH2:7])=[CH:5][CH:4]=1)#[CH:2].N1C=CC=CC=1.[CH3:16][S:17](Cl)(=[O:19])=[O:18]. The catalyst is ClCCl. The product is [C:1]([C:3]1[CH:9]=[CH:8][C:6]([NH:7][S:17]([CH3:16])(=[O:19])=[O:18])=[CH:5][CH:4]=1)#[CH:2]. The yield is 0.800. (9) The reactants are [Br:1][C:2]1[CH:7]=[CH:6][C:5]([S:8]([CH2:11][CH3:12])(=[O:10])=[O:9])=[CH:4][C:3]=1F.[CH3:14][O-:15].[Na+]. The catalyst is CO.O. The product is [Br:1][C:2]1[CH:7]=[CH:6][C:5]([S:8]([CH2:11][CH3:12])(=[O:10])=[O:9])=[CH:4][C:3]=1[O:15][CH3:14]. The yield is 0.750. (10) The reactants are [Cl:1][C:2]1[CH:7]=[CH:6][CH:5]=[CH:4][C:3]=1[C:8]1[C:12]([C:13]2[N:14]([CH2:18][O:19][CH2:20][CH2:21][Si:22]([CH3:25])([CH3:24])[CH3:23])[CH:15]=[CH:16][N:17]=2)=[CH:11][N:10]([C:26]2[C:31]([CH3:32])=[CH:30][N:29]=[C:28]([NH:33][CH2:34][C:35]3[CH:40]=[CH:39][C:38]([O:41][CH3:42])=[CH:37][C:36]=3[O:43][CH3:44])[CH:27]=2)[CH:9]=1.CCN(C(C)C)C(C)C.[CH:54]1([C:57](Cl)=[O:58])[CH2:56][CH2:55]1. The catalyst is C(Cl)Cl.O. The product is [Cl:1][C:2]1[CH:7]=[CH:6][CH:5]=[CH:4][C:3]=1[C:8]1[C:12]([C:13]2[N:14]([CH2:18][O:19][CH2:20][CH2:21][Si:22]([CH3:24])([CH3:25])[CH3:23])[CH:15]=[CH:16][N:17]=2)=[CH:11][N:10]([C:26]2[C:31]([CH3:32])=[CH:30][N:29]=[C:28]([N:33]([CH2:34][C:35]3[CH:40]=[CH:39][C:38]([O:41][CH3:42])=[CH:37][C:36]=3[O:43][CH3:44])[C:57]([CH:54]3[CH2:56][CH2:55]3)=[O:58])[CH:27]=2)[CH:9]=1. The yield is 0.740.